This data is from Full USPTO retrosynthesis dataset with 1.9M reactions from patents (1976-2016). The task is: Predict the reactants needed to synthesize the given product. (1) Given the product [CH2:18]([C:12]1[NH:11][C:4]([CH3:9])=[CH:5][C:6](=[O:7])[C:13]=1[C:14](=[O:17])[CH2:15][CH3:16])[CH3:19], predict the reactants needed to synthesize it. The reactants are: CC1(C)[O:7][C:6](=O)[CH:5]=[C:4]([CH3:9])O1.[NH2:11][C:12]([CH2:18][CH3:19])=[CH:13][C:14](=[O:17])[CH2:15][CH3:16]. (2) Given the product [OH:25][CH2:24][N:13]1[C:9]2[N:10]=[CH:11][N:12]=[C:7]([N:1]3[CH2:6][CH2:5][O:4][CH2:3][CH2:2]3)[C:8]=2[C:15]([C:16]2[N:21]=[C:20]([C:22]#[N:23])[CH:19]=[CH:18][CH:17]=2)=[CH:14]1, predict the reactants needed to synthesize it. The reactants are: [N:1]1([C:7]2[C:8]3[C:15]([C:16]4[N:21]=[C:20]([C:22]#[N:23])[CH:19]=[CH:18][CH:17]=4)=[CH:14][N:13]([CH2:24][O:25]CC[Si](C)(C)C)[C:9]=3[N:10]=[CH:11][N:12]=2)[CH2:6][CH2:5][O:4][CH2:3][CH2:2]1. (3) The reactants are: [C:1]([Si:5]([O:8][CH2:9][C:10]1[CH:15]=[CH:14][C:13]([C:16]#[CH:17])=[C:12]([O:18][CH2:19][O:20][CH3:21])[CH:11]=1)([CH3:7])[CH3:6])([CH3:4])([CH3:3])[CH3:2]. Given the product [C:1]([Si:5]([O:8][CH2:9][C:10]1[CH:15]=[CH:14][C:13]([CH2:16][CH3:17])=[C:12]([O:18][CH2:19][O:20][CH3:21])[CH:11]=1)([CH3:7])[CH3:6])([CH3:4])([CH3:2])[CH3:3], predict the reactants needed to synthesize it.